Regression. Given two drug SMILES strings and cell line genomic features, predict the synergy score measuring deviation from expected non-interaction effect. From a dataset of NCI-60 drug combinations with 297,098 pairs across 59 cell lines. (1) Drug 1: CC=C1C(=O)NC(C(=O)OC2CC(=O)NC(C(=O)NC(CSSCCC=C2)C(=O)N1)C(C)C)C(C)C. Drug 2: CC1C(C(CC(O1)OC2CC(CC3=C2C(=C4C(=C3O)C(=O)C5=CC=CC=C5C4=O)O)(C(=O)C)O)N)O. Cell line: RPMI-8226. Synergy scores: CSS=54.6, Synergy_ZIP=-5.00, Synergy_Bliss=-10.8, Synergy_Loewe=-9.36, Synergy_HSA=-6.88. (2) Drug 1: C1=NC(=NC(=O)N1C2C(C(C(O2)CO)O)O)N. Drug 2: CN1C2=C(C=C(C=C2)N(CCCl)CCCl)N=C1CCCC(=O)O.Cl. Cell line: SF-539. Synergy scores: CSS=5.42, Synergy_ZIP=-6.03, Synergy_Bliss=-1.80, Synergy_Loewe=-13.7, Synergy_HSA=-5.02. (3) Drug 1: C#CCC(CC1=CN=C2C(=N1)C(=NC(=N2)N)N)C3=CC=C(C=C3)C(=O)NC(CCC(=O)O)C(=O)O. Drug 2: CC(C)CN1C=NC2=C1C3=CC=CC=C3N=C2N. Cell line: NCI-H460. Synergy scores: CSS=-6.20, Synergy_ZIP=3.07, Synergy_Bliss=-1.51, Synergy_Loewe=-5.56, Synergy_HSA=-7.49.